From a dataset of Kir2.1 potassium channel HTS with 301,493 compounds. Binary Classification. Given a drug SMILES string, predict its activity (active/inactive) in a high-throughput screening assay against a specified biological target. (1) The drug is O=C(N1C2C(CN(CC2)C)c2c1ccc(c2)C)CCCn1c(=O)c2c3c(c1=O)cccc3ccc2. The result is 0 (inactive). (2) The result is 0 (inactive). The molecule is S1C(Cc2nc(SCC(=O)Nc3cc(ccc3)C)n(c(=O)c12)CC)C. (3) The molecule is S1(=O)(=O)c2c(N(C(=O)c3c1cccc3)CC)cc(C(=O)N1CCOCC1)cc2. The result is 0 (inactive). (4) The drug is S(c1n(Cc2occc2)c(nn1)c1ncccc1)CC(=O)Nc1cc2OCOc2cc1. The result is 0 (inactive). (5) The compound is Fc1ccc(c2n3c(nc4c3cccc4)c3c(n2)cccc3)cc1. The result is 0 (inactive). (6) The result is 0 (inactive). The compound is Clc1c(NC(=O)CS(=O)(=O)CC(=O)N(CC)CC)cc(OCCOC)c(Cl)c1.